The task is: Predict the product of the given reaction.. This data is from Forward reaction prediction with 1.9M reactions from USPTO patents (1976-2016). (1) Given the reactants [CH:1]([C:3]1[S:7][C:6]([O:8][C:9]2[CH:16]=[CH:15][C:12]([C:13]#[N:14])=[CH:11][CH:10]=2)=[CH:5][CH:4]=1)=[O:2].C([O-])([O-])=[O:18].[K+].[K+].OO, predict the reaction product. The product is: [CH:1]([C:3]1[S:7][C:6]([O:8][C:9]2[CH:16]=[CH:15][C:12]([C:13]([NH2:14])=[O:18])=[CH:11][CH:10]=2)=[CH:5][CH:4]=1)=[O:2]. (2) Given the reactants Cl.[NH2:2][C:3]1[N:36]=[C:6]2[N:7]([C:26]3[CH:31]=[CH:30][CH:29]=[C:28]([C:32]([F:35])([F:34])[F:33])[CH:27]=3)[C:8]([CH3:25])=[C:9]([C:23]#[N:24])[C@@H:10]([C:11]3[CH:16]=[CH:15][C:14]([C:17]#[N:18])=[CH:13][C:12]=3[S:19]([CH3:22])(=[O:21])=[O:20])[N:5]2[N:4]=1.[CH:37]1([C:40](Cl)=[O:41])[CH2:39][CH2:38]1, predict the reaction product. The product is: [C:23]([C:9]1[C@@H:10]([C:11]2[CH:16]=[CH:15][C:14]([C:17]#[N:18])=[CH:13][C:12]=2[S:19]([CH3:22])(=[O:21])=[O:20])[N:5]2[N:4]=[C:3]([NH:2][C:40]([CH:37]3[CH2:39][CH2:38]3)=[O:41])[N:36]=[C:6]2[N:7]([C:26]2[CH:31]=[CH:30][CH:29]=[C:28]([C:32]([F:35])([F:33])[F:34])[CH:27]=2)[C:8]=1[CH3:25])#[N:24]. (3) Given the reactants [OH:1][CH:2]([CH:20]([CH3:22])[CH3:21])[CH2:3][C:4]1[CH:9]=[CH:8][C:7]([O:10][CH3:11])=[CH:6][C:5]=1[NH:12][C:13](=[O:19])[O:14][C:15]([CH3:18])([CH3:17])[CH3:16].CC(OI1(OC(C)=O)(OC(C)=O)OC(=O)C2C=CC=CC1=2)=O, predict the reaction product. The product is: [CH3:11][O:10][C:7]1[CH:8]=[CH:9][C:4]([CH2:3][C:2](=[O:1])[CH:20]([CH3:21])[CH3:22])=[C:5]([NH:12][C:13](=[O:19])[O:14][C:15]([CH3:18])([CH3:17])[CH3:16])[CH:6]=1. (4) Given the reactants [NH2:1][C:2]1[C:3]([C:12]2[N:13]=[CH:14][N:15]([CH3:17])[CH:16]=2)=[N:4][CH:5]=[CH:6][C:7]=1[C:8]([O:10]C)=O.[NH2:18][C:19](N)=[O:20], predict the reaction product. The product is: [CH3:17][N:15]1[CH:16]=[C:12]([C:3]2[C:2]3[N:1]=[C:19]([OH:20])[N:18]=[C:8]([OH:10])[C:7]=3[CH:6]=[CH:5][N:4]=2)[N:13]=[CH:14]1.